This data is from Forward reaction prediction with 1.9M reactions from USPTO patents (1976-2016). The task is: Predict the product of the given reaction. (1) The product is: [CH3:11][C:6]1[C:7]([N+:8]([O-:10])=[O:9])=[C:2]([CH3:1])[N:3]=[C:4]([NH:12][CH2:13][C:14]([OH:16])=[O:15])[N:5]=1. Given the reactants [CH3:1][C:2]1[C:7]([N+:8]([O-:10])=[O:9])=[C:6]([CH3:11])[N:5]=[C:4]([NH:12][CH2:13][C:14]([O:16]CC)=[O:15])[N:3]=1.[OH-].[Na+], predict the reaction product. (2) Given the reactants [CH2:1]([O:3][C:4](=[O:35])[CH2:5][N:6]([C:15]([N:21]1[CH2:26][CH2:25][CH2:24][C@@H:23]([NH:27][C:28]([O:30][C:31]([CH3:34])([CH3:33])[CH3:32])=[O:29])[CH2:22]1)=[C:16]([C:19]#[N:20])[C:17]#[N:18])[CH2:7][C:8]1[CH:13]=[CH:12][CH:11]=[CH:10][C:9]=1[Cl:14])[CH3:2].[H-].[Na+].O, predict the reaction product. The product is: [NH2:18][C:17]1[C:16]([C:19]#[N:20])=[C:15]([N:21]2[CH2:26][CH2:25][CH2:24][C@@H:23]([NH:27][C:28]([O:30][C:31]([CH3:34])([CH3:33])[CH3:32])=[O:29])[CH2:22]2)[N:6]([CH2:7][C:8]2[CH:13]=[CH:12][CH:11]=[CH:10][C:9]=2[Cl:14])[C:5]=1[C:4]([O:3][CH2:1][CH3:2])=[O:35]. (3) Given the reactants [Cl:1][C:2]1[CH:7]=[CH:6][CH:5]=[C:4](/[C:8](/[OH:15])=[CH:9]/[C:10]([O:12][CH2:13][CH3:14])=[O:11])[C:3]=1[C:16]1([C:22](OCC)=[O:23])[CH2:21][CH2:20][O:19][CH2:18][CH2:17]1.CC[O-].[Na+].Cl, predict the reaction product. The product is: [Cl:1][C:2]1[CH:7]=[CH:6][CH:5]=[C:4]2[C:3]=1[C:16]1([CH2:17][CH2:18][O:19][CH2:20][CH2:21]1)[C:22](=[O:23])[CH:9]([C:10]([O:12][CH2:13][CH3:14])=[O:11])[CH:8]2[OH:15]. (4) Given the reactants C([O:3][C:4]([C:6]1[N:7]=[N:8][C:9]([NH:12][CH2:13][C:14]2[C:15]([C:20]3[CH:25]=[CH:24][C:23]([F:26])=[CH:22][CH:21]=3)=[N:16][O:17][C:18]=2[CH3:19])=[CH:10][CH:11]=1)=O)C.COC(C1N=NC(NCC2[C:40]([C:45]3[CH:50]=[CH:49]C=CC=3)=[N:41]OC=2C)=CC=1)=O, predict the reaction product. The product is: [CH:45]1([CH2:40][NH:41][C:4]([C:6]2[N:7]=[N:8][C:9]([NH:12][CH2:13][C:14]3[C:15]([C:20]4[CH:21]=[CH:22][C:23]([F:26])=[CH:24][CH:25]=4)=[N:16][O:17][C:18]=3[CH3:19])=[CH:10][CH:11]=2)=[O:3])[CH2:50][CH2:49]1. (5) The product is: [ClH:32].[ClH:32].[NH2:14][C@@H:15]([CH3:23])[CH2:16][CH2:17][NH:18][CH2:19][CH2:20][O:21][CH3:22]. Given the reactants C[C@H](NC(=O)OC(C)(C)C)CC=O.[NH2:14][C@@H:15]([CH3:23])[CH2:16][CH2:17][NH:18][CH2:19][CH2:20][O:21][CH3:22].[2H]C(O[2H])([2H])[2H].[2H]C(Cl)(Cl)[Cl:32], predict the reaction product. (6) Given the reactants C(OC([N:8]1[CH2:13][CH2:12][CH:11]([N:14]2[C:18]3=[N:19][CH:20]=[N:21][C:22]([NH:23][C:24]4[CH:29]=[CH:28][C:27]([S:30]([CH3:33])(=[O:32])=[O:31])=[CH:26][C:25]=4[F:34])=[C:17]3[CH:16]=[N:15]2)[CH2:10][CH2:9]1)=O)(C)(C)C.FC(F)(F)C(O)=O.[CH2:42](Br)[C:43]1[CH:48]=[CH:47][CH:46]=[CH:45][CH:44]=1, predict the reaction product. The product is: [CH2:42]([N:8]1[CH2:9][CH2:10][CH:11]([N:14]2[C:18]3=[N:19][CH:20]=[N:21][C:22]([NH:23][C:24]4[CH:29]=[CH:28][C:27]([S:30]([CH3:33])(=[O:31])=[O:32])=[CH:26][C:25]=4[F:34])=[C:17]3[CH:16]=[N:15]2)[CH2:12][CH2:13]1)[C:43]1[CH:48]=[CH:47][CH:46]=[CH:45][CH:44]=1. (7) Given the reactants Br[C:2]1[CH:3]=[CH:4][C:5]2[N:9]=[CH:8][N:7]([C:10]3[CH:15]=[CH:14][C:13]([O:16][CH3:17])=[CH:12][CH:11]=3)[C:6]=2[CH:18]=1.[F:19][C:20]1[CH:25]=[CH:24][C:23]([N:26]2[C:30](B(O)O)=[CH:29][CH:28]=[N:27]2)=[CH:22][CH:21]=1, predict the reaction product. The product is: [F:19][C:20]1[CH:21]=[CH:22][C:23]([N:26]2[C:30]([C:2]3[CH:3]=[CH:4][C:5]4[N:9]=[CH:8][N:7]([C:10]5[CH:15]=[CH:14][C:13]([O:16][CH3:17])=[CH:12][CH:11]=5)[C:6]=4[CH:18]=3)=[CH:29][CH:28]=[N:27]2)=[CH:24][CH:25]=1.